This data is from Forward reaction prediction with 1.9M reactions from USPTO patents (1976-2016). The task is: Predict the product of the given reaction. (1) Given the reactants [OH:1][C:2]1[CH:3]=[C:4]([CH:7]=[CH:8][CH:9]=1)[CH:5]=[O:6].CS(O[CH2:15][CH2:16][CH2:17][CH2:18][CH2:19][O:20][CH2:21][C:22]1[CH:27]=[CH:26][CH:25]=[CH:24][CH:23]=1)(=O)=O, predict the reaction product. The product is: [CH2:21]([O:20][CH2:19][CH2:18][CH2:17][CH2:16][CH2:15][O:1][C:2]1[CH:3]=[C:4]([CH:7]=[CH:8][CH:9]=1)[CH:5]=[O:6])[C:22]1[CH:27]=[CH:26][CH:25]=[CH:24][CH:23]=1. (2) Given the reactants Br[C:2]1[CH:7]=[CH:6][C:5]([O:8][CH3:9])=[CH:4][C:3]=1[CH3:10].[NH2:11][C:12]1[CH:17]=[CH:16][CH:15]=[CH:14][CH:13]=1.[OH-].[K+], predict the reaction product. The product is: [CH3:10][C:3]1[CH:4]=[C:5]([O:8][CH3:9])[CH:6]=[CH:7][C:2]=1[NH:11][C:12]1[CH:17]=[CH:16][CH:15]=[CH:14][CH:13]=1. (3) The product is: [CH3:47][C:46]([CH3:41])([CH2:34][NH:35][C:3]([CH2:2][C@@H:8]1[CH2:26][CH2:25][C@:11]2([O:15][C:14]3([CH:16]4[CH2:17][CH:18]5[CH2:24][CH:22]([CH2:23]4)[CH2:21][CH:20]3[CH2:19]5)[O:13][O:12]2)[CH2:10][CH2:9]1)=[O:27])[NH2:48]. Given the reactants C1[C:2]([C@@H:8]2[CH2:26][CH2:25][C@@:11]3([O:15][C@:14]4([CH:20]5[CH2:21][CH:22]6[CH2:24][CH:18]([CH2:19]5)[CH2:17][CH:16]4[CH2:23]6)[O:13][O:12]3)[CH2:10][CH2:9]2)=[CH:3]C=C(O)C=1.[OH-:27].[Na+].Cl.Cl.ClCC[CH2:34][N:35]1CCNCC1.[CH3:41]S(O)(=O)=O.[C:46](#[N:48])[CH3:47], predict the reaction product. (4) The product is: [F:1][C:2]1[CH:3]=[C:4]([CH:8]=[CH:9][C:10]=1[CH3:11])[C:5]([O:7][CH2:22][CH3:23])=[O:6]. Given the reactants [F:1][C:2]1[CH:3]=[C:4]([CH:8]=[CH:9][C:10]=1[CH3:11])[C:5]([OH:7])=[O:6].S(=O)(=O)(O)O.C(=O)([O-])O.[Na+].[CH2:22](O)[CH3:23], predict the reaction product. (5) Given the reactants [CH:1](=O)[CH3:2].[NH2:4][C:5]1[S:20][C:8]2[CH2:9][N:10]([C:13]([O:15][C:16]([CH3:19])([CH3:18])[CH3:17])=[O:14])[CH2:11][CH2:12][C:7]=2[C:6]=1[C:21]1[S:22][C:23]2[CH:29]=[CH:28][CH:27]=[CH:26][C:24]=2[N:25]=1.C(O)(=O)C.C(O[BH-](OC(=O)C)OC(=O)C)(=O)C.[Na+], predict the reaction product. The product is: [S:22]1[C:23]2[CH:29]=[CH:28][CH:27]=[CH:26][C:24]=2[N:25]=[C:21]1[C:6]1[C:7]2[CH2:12][CH2:11][N:10]([C:13]([O:15][C:16]([CH3:17])([CH3:18])[CH3:19])=[O:14])[CH2:9][C:8]=2[S:20][C:5]=1[NH:4][CH2:1][CH3:2]. (6) Given the reactants [CH2:1]([C@@H:8]1[NH:13][CH2:12][CH2:11][N:10]([C:14]2[CH:19]=[CH:18][C:17]([O:20][CH3:21])=[C:16]([O:22][CH:23]3[CH2:27][CH2:26][CH2:25][CH2:24]3)[CH:15]=2)[CH2:9]1)[C:2]1[CH:7]=[CH:6][CH:5]=[CH:4][CH:3]=1.C[O:29][C:30](=O)[CH2:31][C:32]1[CH:33]=[N:34][NH:35][CH:36]=1, predict the reaction product. The product is: [CH2:1]([C@H:8]1[CH2:9][N:10]([C:14]2[CH:19]=[CH:18][C:17]([O:20][CH3:21])=[C:16]([O:22][CH:23]3[CH2:27][CH2:26][CH2:25][CH2:24]3)[CH:15]=2)[CH2:11][CH2:12][N:13]1[C:30](=[O:29])[CH2:31][C:32]1[CH:33]=[N:34][NH:35][CH:36]=1)[C:2]1[CH:3]=[CH:4][CH:5]=[CH:6][CH:7]=1. (7) Given the reactants [Cl:1][C:2]1[CH:7]=[C:6]([CH2:8][CH2:9][NH:10][C:11]2[N:16]=[C:15]([C:17]3[CH:22]=[CH:21][CH:20]=[C:19]([CH2:23][N:24]([CH2:31][CH3:32])[CH:25]4[CH2:30][CH2:29][NH:28][CH2:27][CH2:26]4)[CH:18]=3)[CH:14]=[CH:13][N:12]=2)[CH:5]=[CH:4][C:3]=1[OH:33].[CH:34](=O)[CH3:35], predict the reaction product. The product is: [Cl:1][C:2]1[CH:7]=[C:6]([CH2:8][CH2:9][NH:10][C:11]2[N:16]=[C:15]([C:17]3[CH:22]=[CH:21][CH:20]=[C:19]([CH2:23][N:24]([CH2:31][CH3:32])[CH:25]4[CH2:30][CH2:29][N:28]([CH2:34][CH3:35])[CH2:27][CH2:26]4)[CH:18]=3)[CH:14]=[CH:13][N:12]=2)[CH:5]=[CH:4][C:3]=1[OH:33]. (8) Given the reactants [OH:1][C:2]1[CH:11]=[CH:10][C:5]2[C:6](=[O:9])[CH2:7][O:8][C:4]=2[C:3]=1[CH2:12][N:13]1[CH2:18][CH2:17][N:16]([C:19]([O:21][C:22]([CH3:25])([CH3:24])[CH3:23])=[O:20])[CH2:15][CH2:14]1.[NH:26]1[C:30]2=[N:31][CH:32]=[CH:33][CH:34]=[C:29]2[C:28]([CH:35]=O)=[N:27]1, predict the reaction product. The product is: [NH:26]1[C:30]2=[N:31][CH:32]=[CH:33][CH:34]=[C:29]2[C:28](/[CH:35]=[C:7]2\[O:8][C:4]3[C:3]([CH2:12][N:13]4[CH2:14][CH2:15][N:16]([C:19]([O:21][C:22]([CH3:25])([CH3:24])[CH3:23])=[O:20])[CH2:17][CH2:18]4)=[C:2]([OH:1])[CH:11]=[CH:10][C:5]=3[C:6]\2=[O:9])=[N:27]1. (9) Given the reactants [C:1]1([S:7]([CH:10]2[CH2:15][CH2:14][NH:13][CH2:12][CH2:11]2)(=[O:9])=[O:8])[CH:6]=[CH:5][CH:4]=[CH:3][CH:2]=1.CC(C)([O-])C.[Na+].Br[C:23]1[CH:28]=[CH:27][C:26]([C:29]([OH:38])([C:34]([F:37])([F:36])[F:35])[C:30]([F:33])([F:32])[F:31])=[CH:25][CH:24]=1.COC(C)(C)C, predict the reaction product. The product is: [F:31][C:30]([F:32])([F:33])[C:29]([C:26]1[CH:25]=[CH:24][C:23]([N:13]2[CH2:12][CH2:11][CH:10]([S:7]([C:1]3[CH:6]=[CH:5][CH:4]=[CH:3][CH:2]=3)(=[O:9])=[O:8])[CH2:15][CH2:14]2)=[CH:28][CH:27]=1)([OH:38])[C:34]([F:35])([F:37])[F:36]. (10) Given the reactants [CH3:1][O:2][C:3]1[CH:12]=[C:11]2[C:6]([CH2:7][CH2:8][NH:9][C:10]2=[O:13])=[CH:5][CH:4]=1.C1C(=O)N([Cl:21])C(=O)C1.C([O-])([O-])=O.[Na+].[Na+], predict the reaction product. The product is: [Cl:21][C:12]1[C:3]([O:2][CH3:1])=[CH:4][CH:5]=[C:6]2[C:11]=1[C:10](=[O:13])[NH:9][CH2:8][CH2:7]2.